Dataset: Experimental lipophilicity measurements (octanol/water distribution) for 4,200 compounds from AstraZeneca. Task: Regression/Classification. Given a drug SMILES string, predict its absorption, distribution, metabolism, or excretion properties. Task type varies by dataset: regression for continuous measurements (e.g., permeability, clearance, half-life) or binary classification for categorical outcomes (e.g., BBB penetration, CYP inhibition). For this dataset (lipophilicity_astrazeneca), we predict Y. (1) The drug is Cc1ccc(S(=O)(=O)NC(=O)N2CCC(N3CCC(Oc4ccc(F)c(F)c4)CC3)CC2)cc1. The Y is 0.750 logD. (2) The drug is CCN(C(=O)NCc1ccc(F)cc1)C1CCN(CCC(c2ccccc2)c2ccccc2)CC1. The Y is 3.90 logD.